From a dataset of Forward reaction prediction with 1.9M reactions from USPTO patents (1976-2016). Predict the product of the given reaction. (1) The product is: [ClH:75].[Br:1][C:2]1[CH:3]=[C:4]2[C:8](=[CH:9][CH:10]=1)[N:7]([C:39](=[O:40])[CH2:38][N:35]1[CH2:36][CH2:37][NH:32][CH2:33][CH2:34]1)[CH:6]=[C:5]2/[C:11](/[C:23]#[N:24])=[CH:12]/[C:13]1[CH:14]=[C:15]([CH:18]=[CH:19][C:20]=1[O:21][CH3:22])[C:16]#[N:17]. Given the reactants [Br:1][C:2]1[CH:3]=[C:4]2[C:8](=[CH:9][CH:10]=1)[NH:7][CH:6]=[C:5]2/[C:11](/[C:23]#[N:24])=[CH:12]/[C:13]1[CH:14]=[C:15]([CH:18]=[CH:19][C:20]=1[O:21][CH3:22])[C:16]#[N:17].C(OC([N:32]1[CH2:37][CH2:36][N:35]([CH2:38][C:39](O)=[O:40])[CH2:34][CH2:33]1)=O)(C)(C)C.C1CN([P+](ON2N=NC3C=CC=CC2=3)(N2CCCC2)N2CCCC2)CC1.F[P-](F)(F)(F)(F)F.[ClH:75], predict the reaction product. (2) Given the reactants [C:1]([C:3]1[CH:8]=[CH:7][CH:6]=[CH:5][C:4]=1[OH:9])#[N:2].[N-:10]=[N+:11]=[N-:12].[Na+].[Cl-].[NH4+].Cl, predict the reaction product. The product is: [N:2]1[NH:10][N:11]=[N:12][C:1]=1[C:3]1[CH:8]=[CH:7][CH:6]=[CH:5][C:4]=1[OH:9]. (3) Given the reactants [C:1]([NH2:10])(=[O:9])[C:2]1[C:3](=[CH:5][CH:6]=[CH:7][CH:8]=1)[NH2:4].[CH:11](=O)[CH2:12][CH2:13][CH2:14][CH3:15].[O-]S([O-])(=S)=O.[Na+].[Na+].O, predict the reaction product. The product is: [CH2:12]([C:11]1[NH:10][C:1](=[O:9])[C:2]2[C:3](=[CH:5][CH:6]=[CH:7][CH:8]=2)[N:4]=1)[CH2:13][CH2:14][CH3:15]. (4) Given the reactants I[C:2]1[CH:7]=[CH:6][C:5]([CH2:8][C:9]([O:11][CH3:12])=[O:10])=[CH:4][CH:3]=1.[CH3:13][Si:14]([C:17]#[CH:18])([CH3:16])[CH3:15], predict the reaction product. The product is: [CH3:13][Si:14]([CH3:16])([CH3:15])[C:17]#[C:18][C:2]1[CH:7]=[CH:6][C:5]([CH2:8][C:9]([O:11][CH3:12])=[O:10])=[CH:4][CH:3]=1. (5) Given the reactants [C:1]1([CH:7]([C:47]2[CH:52]=[CH:51][CH:50]=[CH:49][CH:48]=2)[N:8]2[CH:13]=[CH:12][CH:11]=[C:10]([C:14]([NH:16][C@@H:17]([CH2:25][CH2:26][CH2:27][NH:28]C(OCC3C4C=CC=CC=4C4C3=CC=CC=4)=O)[C:18]([O:20][C:21]([CH3:24])([CH3:23])[CH3:22])=[O:19])=[O:15])[C:9]2=[O:46])[CH:6]=[CH:5][CH:4]=[CH:3][CH:2]=1.N1CCCCC1.[CH2:59]([O:61][C:62]([N:64]=[C:65]=[S:66])=[O:63])[CH3:60], predict the reaction product. The product is: [C:1]1([CH:7]([C:47]2[CH:48]=[CH:49][CH:50]=[CH:51][CH:52]=2)[N:8]2[CH:13]=[CH:12][CH:11]=[C:10]([C:14]([NH:16][C@@H:17]([CH2:25][CH2:26][CH2:27][NH:28][C:65](=[S:66])[NH:64][C:62]([O:61][CH2:59][CH3:60])=[O:63])[C:18]([O:20][C:21]([CH3:22])([CH3:23])[CH3:24])=[O:19])=[O:15])[C:9]2=[O:46])[CH:6]=[CH:5][CH:4]=[CH:3][CH:2]=1.